This data is from Reaction yield outcomes from USPTO patents with 853,638 reactions. The task is: Predict the reaction yield, written as a fraction of the theoretical maximum amount of product (1.0 means a 100% yield; for example, 0.34 means a 34% yield). (1) The reactants are Cl[C:2]1[N:10]=[CH:9][N:8]=[C:7]2[C:3]=1[N:4]=[CH:5][NH:6]2.[C:11]([O:15][C:16]([N:18]1[CH2:23][CH2:22][CH:21]([NH2:24])[CH2:20][CH2:19]1)=[O:17])([CH3:14])([CH3:13])[CH3:12].C(N(C(C)C)C(C)C)C. The catalyst is C(#N)C. The product is [C:11]([O:15][C:16]([N:18]1[CH2:23][CH2:22][CH:21]([NH:24][C:2]2[N:10]=[CH:9][N:8]=[C:7]3[C:3]=2[N:4]=[CH:5][NH:6]3)[CH2:20][CH2:19]1)=[O:17])([CH3:14])([CH3:12])[CH3:13]. The yield is 0.360. (2) The reactants are C=O.[CH2:3]([NH:10][C:11]1[CH:12]=[C:13]([CH:23]=[CH:24][CH:25]=1)[CH2:14][NH:15][C:16](=[O:22])[O:17][C:18]([CH3:21])([CH3:20])[CH3:19])[C:4]1[CH:9]=[CH:8][CH:7]=[CH:6][CH:5]=1.[BH3-][C:27]#N.[Na+].CC(O)=O. The catalyst is CC#N. The product is [CH2:3]([N:10]([CH3:27])[C:11]1[CH:12]=[C:13]([CH:23]=[CH:24][CH:25]=1)[CH2:14][NH:15][C:16](=[O:22])[O:17][C:18]([CH3:20])([CH3:21])[CH3:19])[C:4]1[CH:5]=[CH:6][CH:7]=[CH:8][CH:9]=1. The yield is 1.00.